This data is from Peptide-MHC class I binding affinity with 185,985 pairs from IEDB/IMGT. The task is: Regression. Given a peptide amino acid sequence and an MHC pseudo amino acid sequence, predict their binding affinity value. This is MHC class I binding data. (1) The peptide sequence is GCLRIQSLM. The MHC is HLA-B15:01 with pseudo-sequence HLA-B15:01. The binding affinity (normalized) is 0. (2) The peptide sequence is YLQAKSQVL. The MHC is HLA-A80:01 with pseudo-sequence HLA-A80:01. The binding affinity (normalized) is 0.0847. (3) The peptide sequence is DEISLLLAS. The MHC is HLA-B15:01 with pseudo-sequence HLA-B15:01. The binding affinity (normalized) is 0.0847. (4) The peptide sequence is FVYFVETLA. The MHC is HLA-A02:01 with pseudo-sequence HLA-A02:01. The binding affinity (normalized) is 0.243. (5) The peptide sequence is SSLSCEGQKY. The MHC is Mamu-A02 with pseudo-sequence Mamu-A02. The binding affinity (normalized) is 0.218. (6) The peptide sequence is AMKDRFQPL. The MHC is BoLA-T2b with pseudo-sequence BoLA-T2b. The binding affinity (normalized) is 0.113. (7) The peptide sequence is QNKEGDQYIY. The MHC is HLA-A30:02 with pseudo-sequence HLA-A30:02. The binding affinity (normalized) is 0.333. (8) The peptide sequence is VGNVYVKF. The MHC is HLA-A68:02 with pseudo-sequence HLA-A68:02. The binding affinity (normalized) is 0.00319. (9) The peptide sequence is AYLLQHLDL. The MHC is HLA-A24:03 with pseudo-sequence HLA-A24:03. The binding affinity (normalized) is 0.949.